Predict which catalyst facilitates the given reaction. From a dataset of Catalyst prediction with 721,799 reactions and 888 catalyst types from USPTO. (1) Reactant: [OH:1][CH2:2][CH2:3][CH2:4][CH2:5][CH2:6][CH2:7][CH2:8][CH2:9][CH2:10][CH2:11][CH2:12][CH2:13][CH2:14][CH2:15][CH2:16][C:17]([OH:19])=[O:18].O1CCCC1.S([O-])([O-])(=O)=S.[Na+:30].[Na+]. The catalyst class is: 503. Product: [Na+:30].[O:1]=[CH:2][CH2:3][CH2:4][CH2:5][CH2:6][CH2:7][CH2:8][CH2:9][CH2:10][CH2:11][CH2:12][CH2:13][CH2:14][CH2:15][CH2:16][C:17]([O-:19])=[O:18]. (2) Reactant: C(OC(=O)[NH:7][C:8]1[CH:13]=[C:12]([O:14][CH2:15][CH3:16])[C:11]([C:17]([F:20])([F:19])[F:18])=[CH:10][C:9]=1[NH:21][C:22](=[O:40])[CH2:23][C:24]([C:26]1[CH:31]=[CH:30][CH:29]=[C:28]([C:32]2[CH:37]=[CH:36][N:35]=[C:34]([CH3:38])[C:33]=2[CH3:39])[CH:27]=1)=O)(C)(C)C.C(O)(C(F)(F)F)=O. Product: [CH3:38][C:34]1[C:33]([CH3:39])=[C:32]([C:28]2[CH:27]=[C:26]([C:24]3[CH2:23][C:22](=[O:40])[NH:21][C:9]4[CH:10]=[C:11]([C:17]([F:18])([F:20])[F:19])[C:12]([O:14][CH2:15][CH3:16])=[CH:13][C:8]=4[N:7]=3)[CH:31]=[CH:30][CH:29]=2)[CH:37]=[CH:36][N:35]=1. The catalyst class is: 2.